Dataset: Peptide-MHC class II binding affinity with 134,281 pairs from IEDB. Task: Regression. Given a peptide amino acid sequence and an MHC pseudo amino acid sequence, predict their binding affinity value. This is MHC class II binding data. (1) The peptide sequence is AAATAGTTVYGAAAA. The MHC is HLA-DPA10103-DPB10601 with pseudo-sequence HLA-DPA10103-DPB10601. The binding affinity (normalized) is 0. (2) The peptide sequence is ASLFLHLVGIPTHRH. The MHC is DRB3_0101 with pseudo-sequence DRB3_0101. The binding affinity (normalized) is 0.